This data is from Forward reaction prediction with 1.9M reactions from USPTO patents (1976-2016). The task is: Predict the product of the given reaction. (1) The product is: [CH3:1][C:2]([S:21]([CH3:24])(=[O:22])=[O:23])([CH2:8][CH2:9][N:10]1[CH:14]=[C:13]([C:15]2[CH:20]=[CH:19][CH:18]=[CH:17][CH:16]=2)[N:12]=[CH:11]1)[C:3]([OH:5])=[O:4]. Given the reactants [CH3:1][C:2]([S:21]([CH3:24])(=[O:23])=[O:22])([CH2:8][CH2:9][N:10]1[CH:14]=[C:13]([C:15]2[CH:20]=[CH:19][CH:18]=[CH:17][CH:16]=2)[N:12]=[CH:11]1)[C:3]([O:5]CC)=[O:4].O.[OH-].[Li+], predict the reaction product. (2) Given the reactants [C:1](=[O:4])([O-])[O-:2].[K+].[K+].Br[C:8]1[CH:16]=[CH:15][C:11]([C:12](O)=O)=[CH:10][CH:9]=1, predict the reaction product. The product is: [CH3:12][C:11]1[CH:15]=[CH:16][CH:8]=[CH:9][C:10]=1[C:8]1[CH:16]=[CH:15][C:11]([C:1]([OH:2])=[O:4])=[CH:10][CH:9]=1. (3) Given the reactants [C:1]([OH:7])([C:3]([F:6])([F:5])[F:4])=[O:2].[C:8]([CH2:10][C:11]1([N:30]2[CH:34]=[C:33](B3OC(C)(C)C(C)(C)O3)[CH:32]=[N:31]2)[CH2:14][N:13]([C:15]2[N:16]=[CH:17][C:18]([C:21]([NH:23][C@@H:24]([CH3:29])[C:25]([F:28])([F:27])[F:26])=[O:22])=[N:19][CH:20]=2)[CH2:12]1)#[N:9].Br[C:45]1[C:46]([CH2:50][CH3:51])=[N:47][NH:48][CH:49]=1, predict the reaction product. The product is: [F:4][C:3]([F:6])([F:5])[C:1]([OH:7])=[O:2].[C:8]([CH2:10][C:11]1([N:30]2[CH:34]=[C:33]([C:45]3[C:46]([CH2:50][CH3:51])=[N:47][NH:48][CH:49]=3)[CH:32]=[N:31]2)[CH2:14][N:13]([C:15]2[N:16]=[CH:17][C:18]([C:21]([NH:23][C@@H:24]([CH3:29])[C:25]([F:28])([F:26])[F:27])=[O:22])=[N:19][CH:20]=2)[CH2:12]1)#[N:9]. (4) Given the reactants [CH:1]1([N:4]2[CH2:9][C:8]3([CH2:14][CH2:13][N:12]([S:15]([C:18]4[CH:23]=[CH:22][C:21](B5OC(C)(C)C(C)(C)O5)=[CH:20][CH:19]=4)(=[O:17])=[O:16])[CH2:11][CH2:10]3)[O:7][CH2:6][C:5]2=[O:33])[CH2:3][CH2:2]1.Br[C:35]1[CH:44]=[C:43]2[C:38]([CH:39]=[C:40]([C:45]([OH:47])=[O:46])[CH:41]=[N:42]2)=[CH:37][CH:36]=1.C(=O)([O-])[O-].[K+].[K+], predict the reaction product. The product is: [CH:1]1([N:4]2[CH2:9][C:8]3([CH2:14][CH2:13][N:12]([S:15]([C:18]4[CH:19]=[CH:20][C:21]([C:35]5[CH:44]=[C:43]6[C:38]([CH:39]=[C:40]([C:45]([OH:47])=[O:46])[CH:41]=[N:42]6)=[CH:37][CH:36]=5)=[CH:22][CH:23]=4)(=[O:16])=[O:17])[CH2:11][CH2:10]3)[O:7][CH2:6][C:5]2=[O:33])[CH2:2][CH2:3]1. (5) Given the reactants [C:1]1([S:7](/[CH:9]=[C:10](\[C:15]2[CH:20]=[C:19]([Cl:21])[CH:18]=[C:17]([Cl:22])[CH:16]=2)/[C:11]([F:14])([F:13])[F:12])=[O:8])[CH:6]=[CH:5][CH:4]=[CH:3][CH:2]=1.[CH2:23]([N:30]([CH2:34][Si](C)(C)C)[CH2:31]OC)[C:24]1[CH:29]=[CH:28][CH:27]=[CH:26][CH:25]=1, predict the reaction product. The product is: [Cl-:21].[CH2:23]([NH+:30]1[CH2:34][CH:9]([S:7]([C:1]2[CH:2]=[CH:3][CH:4]=[CH:5][CH:6]=2)=[O:8])[C:10]([C:15]2[CH:20]=[C:19]([Cl:21])[CH:18]=[C:17]([Cl:22])[CH:16]=2)([C:11]([F:14])([F:12])[F:13])[CH2:31]1)[C:24]1[CH:29]=[CH:28][CH:27]=[CH:26][CH:25]=1. (6) Given the reactants [C:1]([NH:5][C:6]([C:8]1[CH:12]=[C:11]([C:13]2[CH:18]=[CH:17][C:16]([C:19]#N)=[CH:15][N:14]=2)[N:10]([C:21]2[CH:22]=[N:23][C:24]([O:27][CH3:28])=[CH:25][CH:26]=2)[N:9]=1)=[O:7])([CH3:4])([CH3:3])[CH3:2].[OH-:29].[Na+].[OH2:31].C(Cl)(Cl)Cl, predict the reaction product. The product is: [C:1]([NH:5][C:6]([C:8]1[CH:12]=[C:11]([C:13]2[CH:18]=[CH:17][C:16]([C:19]([OH:31])=[O:29])=[CH:15][N:14]=2)[N:10]([C:21]2[CH:22]=[N:23][C:24]([O:27][CH3:28])=[CH:25][CH:26]=2)[N:9]=1)=[O:7])([CH3:4])([CH3:3])[CH3:2].